Task: Predict the product of the given reaction.. Dataset: Forward reaction prediction with 1.9M reactions from USPTO patents (1976-2016) (1) Given the reactants [CH3:1][C:2]1([CH3:29])[O:6][C:5](=[O:7])[N:4]([C:8]2[CH:13]=[CH:12][C:11](B3OC(C)(C)C(C)(C)O3)=[CH:10][CH:9]=2)[C@H:3]1[C:23]1[CH:28]=[CH:27][CH:26]=[CH:25][CH:24]=1.Cl[C:31]1[N:32]=[N:33][CH:34]=[C:35]([Cl:37])[CH:36]=1.C([O-])([O-])=O.[Na+].[Na+], predict the reaction product. The product is: [Cl:37][C:35]1[CH:36]=[C:31]([C:11]2[CH:12]=[CH:13][C:8]([N:4]3[C@@H:3]([C:23]4[CH:24]=[CH:25][CH:26]=[CH:27][CH:28]=4)[C:2]([CH3:29])([CH3:1])[O:6][C:5]3=[O:7])=[CH:9][CH:10]=2)[N:32]=[N:33][CH:34]=1. (2) Given the reactants [CH3:1][N:2]1[C:6]([NH:7][C:8]([O:10][C@@H:11]([C:13]2[CH:18]=[CH:17][CH:16]=[CH:15][CH:14]=2)[CH3:12])=[O:9])=[C:5]([C:19]2[CH:24]=[CH:23][C:22]([C:25]3[CH:30]=[CH:29][C:28]([CH2:31][C:32]([O:34]CC)=[O:33])=[CH:27][CH:26]=3)=[CH:21][CH:20]=2)[CH:4]=[N:3]1.[OH-].[Li+].CO, predict the reaction product. The product is: [CH3:1][N:2]1[C:6]([NH:7][C:8]([O:10][C@@H:11]([C:13]2[CH:14]=[CH:15][CH:16]=[CH:17][CH:18]=2)[CH3:12])=[O:9])=[C:5]([C:19]2[CH:24]=[CH:23][C:22]([C:25]3[CH:26]=[CH:27][C:28]([CH2:31][C:32]([OH:34])=[O:33])=[CH:29][CH:30]=3)=[CH:21][CH:20]=2)[CH:4]=[N:3]1. (3) Given the reactants [C:1]([O:5][C:6]([N:8]1[CH2:12][C@:11](O)([CH3:13])[CH2:10][C@H:9]1[C:15](=[O:26])[NH:16][CH2:17][C:18]1[CH:23]=[CH:22][CH:21]=[C:20]([Cl:24])[C:19]=1[F:25])=[O:7])([CH3:4])([CH3:3])[CH3:2].CCN(S(F)(F)[F:33])CC.C([O-])(O)=O.[Na+], predict the reaction product. The product is: [C:1]([O:5][C:6]([N:8]1[CH2:12][C@@:11]([F:33])([CH3:13])[CH2:10][C@H:9]1[C:15](=[O:26])[NH:16][CH2:17][C:18]1[CH:23]=[CH:22][CH:21]=[C:20]([Cl:24])[C:19]=1[F:25])=[O:7])([CH3:4])([CH3:3])[CH3:2]. (4) Given the reactants F[C:2]1(F)[CH2:7][CH2:6][N:5]([C:8]2[N:13]=[CH:12][N:11]=[C:10]([NH:14][C:15]3[CH:16]=[C:17]([CH2:21][S:22]([NH2:25])(=[O:24])=[O:23])[CH:18]=[CH:19][CH:20]=3)[N:9]=2)[CH2:4][CH2:3]1.ClC1N=CN=C(NC2C=C(CS(N)(=O)=O)C=CC=2)N=1.Cl.[CH3:47][O:48][CH2:49]C1CCCCN1, predict the reaction product. The product is: [CH3:47][O:48][CH2:49][CH:6]1[CH2:7][CH2:2][CH2:3][CH2:4][N:5]1[C:8]1[N:13]=[CH:12][N:11]=[C:10]([NH:14][C:15]2[CH:16]=[C:17]([CH2:21][S:22]([NH2:25])(=[O:24])=[O:23])[CH:18]=[CH:19][CH:20]=2)[N:9]=1. (5) Given the reactants [C:1]([O:5][C:6]([N:8]1[CH2:13][CH2:12][C:11]([CH2:21][O:22]CC2C=CC=CC=2)([CH2:14][NH:15][CH2:16][C:17]([F:20])([F:19])[F:18])[CH2:10][CH2:9]1)=[O:7])([CH3:4])([CH3:3])[CH3:2].Cl, predict the reaction product. The product is: [C:1]([O:5][C:6]([N:8]1[CH2:13][CH2:12][C:11]([CH2:21][OH:22])([CH2:14][NH:15][CH2:16][C:17]([F:18])([F:19])[F:20])[CH2:10][CH2:9]1)=[O:7])([CH3:4])([CH3:3])[CH3:2]. (6) Given the reactants [Li+:1].C[Si]([N-][Si](C)(C)C)(C)C.[C:11]([C:15]1[CH:20]=[CH:19][CH:18]=[CH:17][CH:16]=1)(=[O:14])[CH2:12][CH3:13].[C:21]([O:28][CH2:29][CH3:30])(=[O:27])[C:22]([O:24]CC)=O, predict the reaction product. The product is: [CH2:29]([O:28][C:21](=[O:27])/[C:22](/[O-:24])=[C:12](\[CH3:13])/[C:11](=[O:14])[C:15]1[CH:20]=[CH:19][CH:18]=[CH:17][CH:16]=1)[CH3:30].[Li+:1].